From a dataset of Aqueous solubility values for 9,982 compounds from the AqSolDB database. Regression/Classification. Given a drug SMILES string, predict its absorption, distribution, metabolism, or excretion properties. Task type varies by dataset: regression for continuous measurements (e.g., permeability, clearance, half-life) or binary classification for categorical outcomes (e.g., BBB penetration, CYP inhibition). For this dataset (solubility_aqsoldb), we predict Y. (1) The molecule is [Cl-].[Cl-].[Cl-].[Cl-].[H+].[H+].[Pd+2]. The Y is -1.40 log mol/L. (2) The drug is COc1ccc(Cl)c(Cl)c1Cl. The Y is -4.29 log mol/L. (3) The drug is FC(F)(F)c1ccc(Cl)c(Cl)c1. The Y is -3.27 log mol/L. (4) The compound is CC/C=C\CCOC(=O)C/C=C\CC. The Y is -4.51 log mol/L.